This data is from Forward reaction prediction with 1.9M reactions from USPTO patents (1976-2016). The task is: Predict the product of the given reaction. (1) Given the reactants [OH:1][CH2:2][CH2:3][N:4]([CH2:7][CH3:8])[CH2:5][CH3:6].C1C2NC3C(=CC=CC=3)SC=2C=CC=1.[C:23](Cl)(=[O:26])[CH:24]=[CH2:25].[OH-].[Na+], predict the reaction product. The product is: [C:23]([O:1][CH2:2][CH2:3][N:4]([CH2:7][CH3:8])[CH2:5][CH3:6])(=[O:26])[CH:24]=[CH2:25]. (2) The product is: [Cl:1][C:2]1[C:10]2[CH:9]([CH2:11][C:12]([OH:14])=[O:13])[O:8][B:7]([OH:17])[C:6]=2[CH:5]=[C:4]([OH:18])[CH:3]=1. Given the reactants [Cl:1][C:2]1[C:10]2[CH:9]([CH2:11][C:12]([O:14]CC)=[O:13])[O:8][B:7]([OH:17])[C:6]=2[CH:5]=[C:4]([O:18]C(C)C)[CH:3]=1.[Li+].[OH-].Cl, predict the reaction product. (3) Given the reactants [C:1]([O:5][C:6]([N:8]1[C:12]([C:13]2[CH:18]=[CH:17][CH:16]=[CH:15][C:14]=2[I:19])=[CH:11][N:10]=[C:9]1[NH2:20])=[O:7])([CH3:4])([CH3:3])[CH3:2].[C:21](O[C:21]([O:23][C:24]([CH3:27])([CH3:26])[CH3:25])=[O:22])([O:23][C:24]([CH3:27])([CH3:26])[CH3:25])=[O:22].C[Si]([N-][Si](C)(C)C)(C)C.[Na+], predict the reaction product. The product is: [C:1]([O:5][C:6]([N:8]1[C:12]([C:13]2[CH:18]=[CH:17][CH:16]=[CH:15][C:14]=2[I:19])=[CH:11][N:10]=[C:9]1[NH:20][C:21]([O:23][C:24]([CH3:27])([CH3:26])[CH3:25])=[O:22])=[O:7])([CH3:4])([CH3:2])[CH3:3]. (4) Given the reactants [I-].[CH3:2][S+](C)(C)=O.[H-].[Na+].[C:9]1(=[O:23])[C:18]2[C:13]3=[C:14]([CH:19]=[CH:20][C:21](=[O:22])[N:12]3[CH2:11][CH2:10]1)[CH:15]=[CH:16][CH:17]=2, predict the reaction product. The product is: [C:9]12([CH2:2][O:23]1)[C:18]1[C:13]3=[C:14]([CH:19]=[CH:20][C:21](=[O:22])[N:12]3[CH2:11][CH2:10]2)[CH:15]=[CH:16][CH:17]=1. (5) Given the reactants [S:1]([CH2:5][CH2:6][OH:7])[CH2:2][CH2:3][OH:4].C(N(CC)CC)C.Cl[C:16](Cl)([O:18]C(=O)OC(Cl)(Cl)Cl)Cl, predict the reaction product. The product is: [O:7]1[CH2:6][CH2:5][S:1][CH2:2][CH2:3][O:4][C:16]1=[O:18]. (6) Given the reactants C([O:9][C@@H:10]1[CH2:18][C@@H:13]2[O:14][C:15](=[O:17])[CH2:16][C@@H:12]2[C@H:11]1/[CH:19]=[CH:20]/[C@H:21]([C:40]1[S:44][C:43]2[CH:45]=[CH:46][CH:47]=[CH:48][C:42]=2[CH:41]=1)[O:22][Si:23]([C:36]([CH3:39])([CH3:38])[CH3:37])([C:30]1[CH:35]=[CH:34][CH:33]=[CH:32][CH:31]=1)[C:24]1[CH:29]=[CH:28][CH:27]=[CH:26][CH:25]=1)(=O)C1C=CC=CC=1, predict the reaction product. The product is: [S:44]1[C:40]([C@H:21]([O:22][Si:23]([C:36]([CH3:39])([CH3:38])[CH3:37])([C:24]2[CH:25]=[CH:26][CH:27]=[CH:28][CH:29]=2)[C:30]2[CH:31]=[CH:32][CH:33]=[CH:34][CH:35]=2)/[CH:20]=[CH:19]/[C@@H:11]2[C@@H:12]3[C@@H:13]([O:14][C:15](=[O:17])[CH2:16]3)[CH2:18][C@H:10]2[OH:9])=[CH:41][C:42]2[CH:48]=[CH:47][CH:46]=[CH:45][C:43]1=2.